Dataset: Forward reaction prediction with 1.9M reactions from USPTO patents (1976-2016). Task: Predict the product of the given reaction. Given the reactants [Cl:1][C:2]1[C:7]([F:8])=[CH:6][CH:5]=[C:4]([Cl:9])[C:3]=1[CH:10]([O:12][C:13]1[CH:14]=[C:15]([C:20]2[CH:21]=[N:22][N:23]([CH:25]3[CH2:30][CH2:29][N:28]([C:31]([O:33][C:34]([CH3:37])([CH3:36])[CH3:35])=[O:32])[CH2:27][CH2:26]3)[CH:24]=2)[CH:16]=[N:17][C:18]=1[NH2:19])[CH3:11].[H-].[Na+].I[CH2:41][CH3:42], predict the reaction product. The product is: [Cl:1][C:2]1[C:7]([F:8])=[CH:6][CH:5]=[C:4]([Cl:9])[C:3]=1[CH:10]([O:12][C:13]1[CH:14]=[C:15]([C:20]2[CH:21]=[N:22][N:23]([CH:25]3[CH2:30][CH2:29][N:28]([C:31]([O:33][C:34]([CH3:36])([CH3:35])[CH3:37])=[O:32])[CH2:27][CH2:26]3)[CH:24]=2)[CH:16]=[N:17][C:18]=1[NH:19][CH2:41][CH3:42])[CH3:11].